Dataset: Catalyst prediction with 721,799 reactions and 888 catalyst types from USPTO. Task: Predict which catalyst facilitates the given reaction. (1) The catalyst class is: 441. Reactant: I[C:2]1[CH:12]=[CH:11][C:5]([C:6]([O:8][CH2:9][CH3:10])=[O:7])=[CH:4][CH:3]=1.[C:13]1([C:19]#[CH:20])[CH:18]=[CH:17][CH:16]=[CH:15][CH:14]=1.C(NCC)C. Product: [C:13]1([C:19]#[C:20][C:2]2[CH:12]=[CH:11][C:5]([C:6]([O:8][CH2:9][CH3:10])=[O:7])=[CH:4][CH:3]=2)[CH:18]=[CH:17][CH:16]=[CH:15][CH:14]=1. (2) Reactant: [CH3:1][O:2][C:3](=[O:14])[C:4]1[CH:9]=[CH:8][C:7]([CH3:10])=[C:6]([N+:11]([O-:13])=[O:12])[CH:5]=1.[Br:15]N1C(=O)CCC1=O.N(C1(C#N)CCCCC1)=NC1(C#N)CCCCC1. Product: [CH3:1][O:2][C:3](=[O:14])[C:4]1[CH:9]=[CH:8][C:7]([CH2:10][Br:15])=[C:6]([N+:11]([O-:13])=[O:12])[CH:5]=1. The catalyst class is: 53. (3) Reactant: C1(S([N:10]2[C:14]3=[N:15][CH:16]=[C:17]([C:19]#[N:20])[CH:18]=[C:13]3[C:12]([C:21]3[CH:22]=[C:23]([CH:44]=[CH:45][CH:46]=3)[CH2:24][NH:25][C:26]([C:28]3[C:29](=[O:43])[N:30]([CH2:34][C:35]4[CH:40]=[CH:39][C:38]([F:41])=[C:37]([F:42])[CH:36]=4)[CH:31]=[CH:32][CH:33]=3)=[O:27])=[CH:11]2)(=O)=O)C=CC=CC=1.[N-:47]=[N+:48]=[N-:49].[Na+].[Cl-].[NH4+]. Product: [NH:47]1[C:19]([C:17]2[CH:18]=[C:13]3[C:12]([C:21]4[CH:22]=[C:23]([CH:44]=[CH:45][CH:46]=4)[CH2:24][NH:25][C:26]([C:28]4[C:29](=[O:43])[N:30]([CH2:34][C:35]5[CH:40]=[CH:39][C:38]([F:41])=[C:37]([F:42])[CH:36]=5)[CH:31]=[CH:32][CH:33]=4)=[O:27])=[CH:11][NH:10][C:14]3=[N:15][CH:16]=2)=[N:20][N:49]=[N:48]1. The catalyst class is: 9. (4) Reactant: [Br:1][C:2]1[CH:3]=[CH:4][C:5]2[C:11]3[S:12][C:13]([C:15]([N:17]([C:19]4[CH:20]=[C:21]([CH:26]=[CH:27][C:28]=4[Cl:29])[C:22]([O:24]C)=[O:23])[CH3:18])=[O:16])=[CH:14][C:10]=3[CH2:9][CH2:8][O:7][C:6]=2[CH:30]=1.O[Li].O.Cl. Product: [Br:1][C:2]1[CH:3]=[CH:4][C:5]2[C:11]3[S:12][C:13]([C:15]([N:17]([C:19]4[CH:20]=[C:21]([CH:26]=[CH:27][C:28]=4[Cl:29])[C:22]([OH:24])=[O:23])[CH3:18])=[O:16])=[CH:14][C:10]=3[CH2:9][CH2:8][O:7][C:6]=2[CH:30]=1. The catalyst class is: 20. (5) Reactant: Br[C:2]1[CH:3]=[N:4][CH:5]=[CH:6][CH:7]=1.[Li]CCCC.[O:13]=[C:14]1[CH2:31][CH2:30][C:17]2([CH2:22][CH2:21][N:20]([C:23]([O:25][C:26]([CH3:29])([CH3:28])[CH3:27])=[O:24])[CH2:19][CH2:18]2)[CH2:16][CH2:15]1.C(OCC)(=O)C. Product: [OH:13][C:14]1([C:2]2[CH:3]=[N:4][CH:5]=[CH:6][CH:7]=2)[CH2:31][CH2:30][C:17]2([CH2:22][CH2:21][N:20]([C:23]([O:25][C:26]([CH3:27])([CH3:28])[CH3:29])=[O:24])[CH2:19][CH2:18]2)[CH2:16][CH2:15]1. The catalyst class is: 280. (6) Product: [F:17][C:12]1[CH:13]=[CH:14][CH:15]=[CH:16][C:11]=1/[CH:10]=[CH:9]/[C:8]([NH:7][CH2:6][C:5]([OH:19])=[O:4])=[O:18]. Reactant: [OH-].[Na+].C[O:4][C:5](=[O:19])[CH2:6][NH:7][C:8](=[O:18])/[CH:9]=[CH:10]/[C:11]1[CH:16]=[CH:15][CH:14]=[CH:13][C:12]=1[F:17]. The catalyst class is: 97. (7) Reactant: [CH3:1][N:2]1[C:10]2[C:5](=[CH:6][C:7]([C:11]([NH:13][C:14]3[CH:22]=[C:21]4[C:17]([C:18]([C:23]5[CH:28]=[CH:27][C:26]([N+:29]([O-])=O)=[CH:25][CH:24]=5)=[CH:19][NH:20]4)=[CH:16][CH:15]=3)=[O:12])=[CH:8][CH:9]=2)[CH:4]=[CH:3]1.[H][H]. Product: [NH2:29][C:26]1[CH:25]=[CH:24][C:23]([C:18]2[C:17]3[C:21](=[CH:22][C:14]([NH:13][C:11]([C:7]4[CH:6]=[C:5]5[C:10](=[CH:9][CH:8]=4)[N:2]([CH3:1])[CH:3]=[CH:4]5)=[O:12])=[CH:15][CH:16]=3)[NH:20][CH:19]=2)=[CH:28][CH:27]=1. The catalyst class is: 261. (8) Reactant: N1C=CC=CC=1C(O)=[O:8].Cl.C(N=C=N[CH2:16][CH2:17][CH2:18][N:19]([CH3:21])C)C.ON1[C:27]2[CH:28]=[CH:29][CH:30]=[CH:31][C:26]=2N=N1.C(N(C(C)C)CC)(C)C.[C:41]([O:45][C:46](=[O:51])[NH:47][CH2:48]CN)([CH3:44])([CH3:43])[CH3:42]. Product: [C:41]([O:45][C:46](=[O:51])[NH:47][CH2:48][C:26]1[CH:31]=[CH:30][CH:29]=[C:28]([C:21](=[O:8])[NH:19][CH:18]2[CH2:17][CH2:16]2)[CH:27]=1)([CH3:44])([CH3:43])[CH3:42]. The catalyst class is: 42. (9) Reactant: [C:1](=O)([O-])[O-].[K+].[K+].CB1OB(C)OB(C)O1.Br[C:17]1[CH:33]=[CH:32][C:20]2[CH2:21][CH2:22][N:23]([C:26](=[O:31])[C:27]([F:30])([F:29])[F:28])[CH2:24][CH2:25][C:19]=2[C:18]=1[O:34][CH3:35]. Product: [CH3:35][O:34][C:18]1[C:19]2[CH2:25][CH2:24][N:23]([C:26](=[O:31])[C:27]([F:30])([F:29])[F:28])[CH2:22][CH2:21][C:20]=2[CH:32]=[CH:33][C:17]=1[CH3:1]. The catalyst class is: 427. (10) Reactant: C(O)C(O)C[O:4][CH2:5][CH:6]([OH:9])[CH2:7][OH:8].C(N(CC)CC)C.[C:19](Cl)(=[O:41])[CH2:20][CH2:21][CH2:22][CH2:23][CH2:24][CH2:25][CH2:26][CH2:27][CH2:28][CH2:29][CH2:30][CH2:31][CH2:32][CH2:33][CH2:34][CH2:35][CH2:36][CH2:37][CH2:38][CH2:39][CH3:40]. Product: [C:19]([OH:41])(=[O:4])[CH2:20][CH2:21][CH2:22][CH2:23][CH2:24][CH2:25][CH2:26][CH2:27][CH2:28][CH2:29][CH2:30][CH2:31][CH2:32][CH2:33][CH2:34][CH2:35][CH2:36][CH2:37][CH2:38][CH2:39][CH3:40].[C:19]([OH:41])(=[O:4])[CH2:20][CH2:21][CH2:22][CH2:23][CH2:24][CH2:25][CH2:26][CH2:27][CH2:28][CH2:29][CH2:30][CH2:31][CH2:32][CH2:33][CH2:34][CH2:35][CH2:36][CH2:37][CH2:38][CH2:39][CH3:40].[C:19]([OH:41])(=[O:4])[CH2:20][CH2:21][CH2:22][CH2:23][CH2:24][CH2:25][CH2:26][CH2:27][CH2:28][CH2:29][CH2:30][CH2:31][CH2:32][CH2:33][CH2:34][CH2:35][CH2:36][CH2:37][CH2:38][CH2:39][CH3:40].[C:19]([OH:41])(=[O:4])[CH2:20][CH2:21][CH2:22][CH2:23][CH2:24][CH2:25][CH2:26][CH2:27][CH2:28][CH2:29][CH2:30][CH2:31][CH2:32][CH2:33][CH2:34][CH2:35][CH2:36][CH2:37][CH2:38][CH2:39][CH3:40].[OH:4][CH2:5][CH:6]([CH2:7][OH:8])[OH:9].[OH:4][CH2:5][CH:6]([CH2:7][OH:8])[OH:9]. The catalyst class is: 22.